Task: Predict the product of the given reaction.. Dataset: Forward reaction prediction with 1.9M reactions from USPTO patents (1976-2016) (1) Given the reactants [F:1][C:2]1[CH:23]=[CH:22][C:5]([O:6][C:7]2[CH:12]=[CH:11][C:10]([NH:13][C:14]([C@@H:16]3[CH2:20][C@@H:19](O)[CH2:18][NH:17]3)=[O:15])=[CH:9][CH:8]=2)=[CH:4][CH:3]=1.[N:24]1([CH2:29][C:30]([OH:32])=O)[CH:28]=[CH:27][N:26]=[N:25]1.CCN([CH:39]([CH3:41])C)C(C)C.CN(C(ON1N=N[C:52]2[CH:53]=[CH:54][CH:55]=N[C:51]1=2)=[N+](C)C)C.[F:59][P-](F)(F)(F)(F)F, predict the reaction product. The product is: [N:24]1([CH2:29][C:30]([N:17]2[CH2:18][C@H:19]([CH2:51][C:52]3[CH:41]=[CH:39][C:55]([F:59])=[CH:54][CH:53]=3)[CH2:20][C@H:16]2[C:14]([NH:13][C:10]2[CH:11]=[CH:12][C:7]([O:6][C:5]3[CH:22]=[CH:23][C:2]([F:1])=[CH:3][CH:4]=3)=[CH:8][CH:9]=2)=[O:15])=[O:32])[CH:28]=[CH:27][N:26]=[N:25]1. (2) Given the reactants [Cl:1][C:2]1[CH:3]=[C:4]([C:10]2[C:14]([C:15]([OH:17])=O)=[CH:13][O:12][N:11]=2)[CH:5]=[CH:6][C:7]=1[O:8][CH3:9].C(N(C(C)C)C(C)C)C.CN(C(ON1N=NC2C=CC=CC1=2)=[N+](C)C)C.[B-](F)(F)(F)F.Cl.[F:50][C:51]1[CH:56]=[CH:55][C:54]([C:57]2([OH:62])[CH2:61][CH2:60][NH:59][CH2:58]2)=[CH:53][C:52]=1[CH3:63], predict the reaction product. The product is: [Cl:1][C:2]1[CH:3]=[C:4]([C:10]2[C:14]([C:15]([N:59]3[CH2:60][CH2:61][C:57]([C:54]4[CH:55]=[CH:56][C:51]([F:50])=[C:52]([CH3:63])[CH:53]=4)([OH:62])[CH2:58]3)=[O:17])=[CH:13][O:12][N:11]=2)[CH:5]=[CH:6][C:7]=1[O:8][CH3:9]. (3) Given the reactants CN(C(ON1N=NC2C=CC=NC1=2)=[N+](C)C)C.F[P-](F)(F)(F)(F)F.[CH3:25][O:26][CH2:27][C@@H:28]([O:30][C:31]1[CH:32]=[C:33]([CH:37]=[C:38]([O:40][C:41]2[CH:46]=[CH:45][C:44]([S:47]([CH3:50])(=[O:49])=[O:48])=[CH:43][CH:42]=2)[CH:39]=1)[C:34](O)=[O:35])[CH3:29].CCN(C(C)C)C(C)C.[NH2:60][C:61]1[CH:65]=[C:64]([CH3:66])[N:63]([C:67]([O:69][C:70]([CH3:73])([CH3:72])[CH3:71])=[O:68])[N:62]=1, predict the reaction product. The product is: [CH3:25][O:26][CH2:27][C@@H:28]([O:30][C:31]1[CH:32]=[C:33]([CH:37]=[C:38]([O:40][C:41]2[CH:42]=[CH:43][C:44]([S:47]([CH3:50])(=[O:48])=[O:49])=[CH:45][CH:46]=2)[CH:39]=1)[C:34]([NH:60][C:61]1[CH:65]=[C:64]([CH3:66])[N:63]([C:67]([O:69][C:70]([CH3:73])([CH3:72])[CH3:71])=[O:68])[N:62]=1)=[O:35])[CH3:29]. (4) Given the reactants [F:1][CH:2]([F:10])[C:3]1[N:4]=[C:5]([CH2:8][OH:9])[S:6][CH:7]=1.Br[C:12]1[CH:17]=[CH:16][N:15]([C:18]2[CH:19]=[CH:20][C:21]3[N:25]=[C:24]([CH:26]4[CH2:28][CH2:27]4)[N:23]([CH3:29])[C:22]=3[CH:30]=2)[C:14](=[O:31])[CH:13]=1.[H-].[Na+].CC(N(C)C)=O, predict the reaction product. The product is: [CH:26]1([C:24]2[N:23]([CH3:29])[C:22]3[CH:30]=[C:18]([N:15]4[CH:16]=[CH:17][C:12]([O:9][CH2:8][C:5]5[S:6][CH:7]=[C:3]([CH:2]([F:10])[F:1])[N:4]=5)=[CH:13][C:14]4=[O:31])[CH:19]=[CH:20][C:21]=3[N:25]=2)[CH2:27][CH2:28]1. (5) Given the reactants [CH3:1][S:2]([C:5]1[CH:10]=[CH:9][C:8]([N:11]2[CH:15]=[C:14]([CH2:16]O)[CH:13]=[N:12]2)=[CH:7][CH:6]=1)(=[O:4])=[O:3].CN(C=O)C.S(Cl)([Cl:25])=O, predict the reaction product. The product is: [Cl:25][CH2:16][C:14]1[CH:13]=[N:12][N:11]([C:8]2[CH:9]=[CH:10][C:5]([S:2]([CH3:1])(=[O:4])=[O:3])=[CH:6][CH:7]=2)[CH:15]=1. (6) Given the reactants [OH:1][C:2]1[CH:3]=[C:4]2[C:9](=[CH:10][CH:11]=1)[CH2:8][CH:7]([C:12]([O:14][CH3:15])=[O:13])[CH2:6][CH2:5]2.[CH2:16](O)[C:17]1[CH:22]=[CH:21][CH:20]=[CH:19][CH:18]=1.C1(P(C2C=CC=CC=2)C2C=CC=CC=2)C=CC=CC=1.N(C(OCC)=O)=NC(OCC)=O, predict the reaction product. The product is: [CH2:16]([O:1][C:2]1[CH:3]=[C:4]2[C:9](=[CH:10][CH:11]=1)[CH2:8][CH:7]([C:12]([O:14][CH3:15])=[O:13])[CH2:6][CH2:5]2)[C:17]1[CH:22]=[CH:21][CH:20]=[CH:19][CH:18]=1.